From a dataset of NCI-60 drug combinations with 297,098 pairs across 59 cell lines. Regression. Given two drug SMILES strings and cell line genomic features, predict the synergy score measuring deviation from expected non-interaction effect. (1) Drug 1: C1=NC2=C(N1)C(=S)N=CN2. Drug 2: CN(C(=O)NC(C=O)C(C(C(CO)O)O)O)N=O. Cell line: SNB-19. Synergy scores: CSS=1.52, Synergy_ZIP=-1.88, Synergy_Bliss=2.30, Synergy_Loewe=-13.3, Synergy_HSA=0.627. (2) Drug 1: CC12CCC(CC1=CCC3C2CCC4(C3CC=C4C5=CN=CC=C5)C)O. Drug 2: COC1=NC(=NC2=C1N=CN2C3C(C(C(O3)CO)O)O)N. Cell line: SK-MEL-2. Synergy scores: CSS=6.28, Synergy_ZIP=3.68, Synergy_Bliss=9.50, Synergy_Loewe=1.59, Synergy_HSA=4.73.